This data is from Catalyst prediction with 721,799 reactions and 888 catalyst types from USPTO. The task is: Predict which catalyst facilitates the given reaction. (1) Reactant: [Br:1][C:2]1[CH:14]=[CH:13][C:12]2[C:11]3[C:6](=[CH:7][C:8]([Br:15])=[CH:9][CH:10]=3)[NH:5][C:4]=2[CH:3]=1.I[CH2:17][CH2:18][CH3:19].C([O-])([O-])=O.[Cs+].[Cs+]. Product: [Br:1][C:2]1[CH:14]=[CH:13][C:12]2[C:11]3[C:6](=[CH:7][C:8]([Br:15])=[CH:9][CH:10]=3)[N:5]([CH2:17][CH2:18][CH3:19])[C:4]=2[CH:3]=1. The catalyst class is: 23. (2) Reactant: CN(C(ON1N=NC2C=CC=NC1=2)=[N+](C)C)C.F[P-](F)(F)(F)(F)F.[NH2:25][C:26]1[CH:31]=[CH:30][C:29]([CH:32]([C:34]2[C:43]3[C:38](=[CH:39][C:40]([O:44][CH3:45])=[CH:41][CH:42]=3)[N:37]=[CH:36][CH:35]=2)[OH:33])=[CH:28][CH:27]=1.[CH3:46][C:47]1[N:51]([CH2:52][CH2:53][CH3:54])[N:50]([C:55]2[CH:60]=[CH:59][CH:58]=[CH:57][CH:56]=2)[C:49](=[O:61])[C:48]=1[C:62](O)=[O:63].C([O-])([O-])=O.[K+].[K+].[OH-].[Na+]. Product: [OH:33][CH:32]([C:34]1[C:43]2[C:38](=[CH:39][C:40]([O:44][CH3:45])=[CH:41][CH:42]=2)[N:37]=[CH:36][CH:35]=1)[C:29]1[CH:28]=[CH:27][C:26]([NH:25][C:62]([C:48]2[C:49](=[O:61])[N:50]([C:55]3[CH:56]=[CH:57][CH:58]=[CH:59][CH:60]=3)[N:51]([CH2:52][CH2:53][CH3:54])[C:47]=2[CH3:46])=[O:63])=[CH:31][CH:30]=1. The catalyst class is: 174. (3) The catalyst class is: 3. Product: [CH:52]([OH:54])=[O:53].[CH2:4]([C:6]1[C:7]([C:14]2[CH:22]=[C:21]3[C:17]([C:18]([C:23]4[NH:24][C:25]5[CH2:30][CH2:29][N:28]([CH2:37][C:36]6[CH:39]=[CH:40][CH:41]=[C:34]([O:33][CH3:32])[CH:35]=6)[CH2:27][C:26]=5[N:31]=4)=[N:19][NH:20]3)=[CH:16][CH:15]=2)=[CH:8][C:9]([F:13])=[C:10]([OH:12])[CH:11]=1)[CH3:5]. Reactant: Br.Br.Br.[CH2:4]([C:6]1[C:7]([C:14]2[CH:22]=[C:21]3[C:17]([C:18]([C:23]4[NH:24][C:25]5[CH2:30][CH2:29][NH:28][CH2:27][C:26]=5[N:31]=4)=[N:19][NH:20]3)=[CH:16][CH:15]=2)=[CH:8][C:9]([F:13])=[C:10]([OH:12])[CH:11]=1)[CH3:5].[CH3:32][O:33][C:34]1[CH:35]=[C:36]([CH:39]=[CH:40][CH:41]=1)[CH:37]=O.CCN(C(C)C)C(C)C.C[C:52]([OH:54])=[O:53].C(=O)([O-])O.[Na+]. (4) Reactant: Cl[C:2]1[CH:7]=[CH:6][N:5]2[N:8]=[CH:9][C:10]([C:11]([NH:13][C@@H:14]([C:19]3[CH:24]=[CH:23][C:22]([O:25][C:26]([F:29])([F:28])[F:27])=[CH:21][CH:20]=3)[C:15]([OH:18])([CH3:17])[CH3:16])=[O:12])=[C:4]2[N:3]=1.C([Sn]([C:43]1[CH:48]=[N:47][CH:46]=[CH:45][N:44]=1)(CCCC)CCCC)CCC. Product: [OH:18][C:15]([CH3:17])([CH3:16])[C@@H:14]([NH:13][C:11]([C:10]1[CH:9]=[N:8][N:5]2[CH:6]=[CH:7][C:2]([C:43]3[CH:48]=[N:47][CH:46]=[CH:45][N:44]=3)=[N:3][C:4]=12)=[O:12])[C:19]1[CH:24]=[CH:23][C:22]([O:25][C:26]([F:29])([F:28])[F:27])=[CH:21][CH:20]=1. The catalyst class is: 206.